From a dataset of Catalyst prediction with 721,799 reactions and 888 catalyst types from USPTO. Predict which catalyst facilitates the given reaction. (1) The catalyst class is: 10. Product: [Br:16][C:6]1[CH:7]=[C:2]([F:1])[C:3]([NH2:8])=[N:4][CH:5]=1. Reactant: [F:1][C:2]1[C:3]([NH2:8])=[N:4][CH:5]=[CH:6][CH:7]=1.C1C(=O)N([Br:16])C(=O)C1.C([O-])(O)=O.[Na+]. (2) Reactant: [Cl:1][C:2]1[N:10]=[CH:9][CH:8]=[CH:7][C:3]=1[C:4]([OH:6])=O.[CH2:11]([NH:18][CH2:19][CH2:20][O:21][Si:22]([C:25]([CH3:28])([CH3:27])[CH3:26])([CH3:24])[CH3:23])[C:12]1[CH:17]=[CH:16][CH:15]=[CH:14][CH:13]=1.C1C=CC2N(O)N=NC=2C=1.CCN=C=NCCCN(C)C.Cl. Product: [CH2:11]([N:18]([CH2:19][CH2:20][O:21][Si:22]([C:25]([CH3:28])([CH3:27])[CH3:26])([CH3:23])[CH3:24])[C:4](=[O:6])[C:3]1[CH:7]=[CH:8][CH:9]=[N:10][C:2]=1[Cl:1])[C:12]1[CH:17]=[CH:16][CH:15]=[CH:14][CH:13]=1. The catalyst class is: 18. (3) Reactant: Cl[C:2]1[N:7]=[C:6]([CH3:8])[C:5]([CH:9]([CH2:14][CH2:15][CH3:16])[C:10]([O:12][CH3:13])=[O:11])=[C:4]([C:17]2[CH:22]=[CH:21][C:20]([CH3:23])=[CH:19][CH:18]=2)[N:3]=1.[CH2:24]([NH2:29])[C:25]([CH3:28])([CH3:27])[CH3:26]. Product: [CH3:8][C:6]1[C:5]([CH:9]([CH2:14][CH2:15][CH3:16])[C:10]([O:12][CH3:13])=[O:11])=[C:4]([C:17]2[CH:22]=[CH:21][C:20]([CH3:23])=[CH:19][CH:18]=2)[N:3]=[C:2]([NH:29][CH2:24][C:25]([CH3:28])([CH3:27])[CH3:26])[N:7]=1. The catalyst class is: 32. (4) Reactant: [Cl:1][C:2]1[CH:3]=[CH:4][C:5]2[N:11]3[C:12]([C:15]([F:18])([F:17])[F:16])=[N:13][N:14]=[C:10]3[C@@H:9]([CH2:19][C:20]([O:22]CC)=[O:21])[S:8][C@H:7]([C:25]3[CH:30]=[CH:29][CH:28]=[C:27]([F:31])[C:26]=3[F:32])[C:6]=2[CH:33]=1.Cl.C(O)(=O)CC(CC(O)=O)(C(O)=O)O. Product: [Cl:1][C:2]1[CH:3]=[CH:4][C:5]2[N:11]3[C:12]([C:15]([F:17])([F:16])[F:18])=[N:13][N:14]=[C:10]3[C@@H:9]([CH2:19][C:20]([OH:22])=[O:21])[S:8][C@H:7]([C:25]3[CH:30]=[CH:29][CH:28]=[C:27]([F:31])[C:26]=3[F:32])[C:6]=2[CH:33]=1. The catalyst class is: 12. (5) Product: [C:1]([O:5][C:6]([NH:8][CH2:9][CH2:10][CH:11]1[CH2:12][CH2:13][N:14]([C:22]([NH2:21])=[O:23])[CH2:15][CH2:16]1)=[O:7])([CH3:4])([CH3:2])[CH3:3]. The catalyst class is: 4. Reactant: [C:1]([O:5][C:6]([NH:8][CH2:9][CH2:10][CH:11]1[CH2:16][CH2:15][NH:14][CH2:13][CH2:12]1)=[O:7])([CH3:4])([CH3:3])[CH3:2].C[Si]([N:21]=[C:22]=[O:23])(C)C. (6) Reactant: [F:1][C:2]1([F:31])[CH2:4][CH:3]1[CH2:5][O:6][C:7]1[CH:12]=[CH:11][C:10]([S:13]([CH2:16][CH3:17])(=[O:15])=[O:14])=[CH:9][C:8]=1[C:18]1[C:19]2[CH:28]=[C:27]([CH:29]=O)[NH:26][C:20]=2[C:21](=[O:25])[N:22]([CH3:24])[CH:23]=1.[N:32]1[CH:37]=[CH:36][C:35]([N:38]2[CH2:43][CH2:42][NH:41][CH2:40][CH2:39]2)=[CH:34][CH:33]=1. Product: [F:1][C:2]1([F:31])[CH2:4][CH:3]1[CH2:5][O:6][C:7]1[CH:12]=[CH:11][C:10]([S:13]([CH2:16][CH3:17])(=[O:14])=[O:15])=[CH:9][C:8]=1[C:18]1[C:19]2[CH:28]=[C:27]([CH2:29][N:41]3[CH2:42][CH2:43][N:38]([C:35]4[CH:36]=[CH:37][N:32]=[CH:33][CH:34]=4)[CH2:39][CH2:40]3)[NH:26][C:20]=2[C:21](=[O:25])[N:22]([CH3:24])[CH:23]=1. The catalyst class is: 466. (7) Reactant: [CH:1]1([N:7]2[CH2:12][C:11]3[CH:13]=[CH:14][C:15]([O:17]C)=[CH:16][C:10]=3[O:9][C:8]2=[O:19])[CH2:6][CH2:5][CH2:4][CH2:3][CH2:2]1.Cl.[NH+]1C=CC=CC=1.Cl.C(OCC)(=O)C. Product: [CH:1]1([N:7]2[CH2:12][C:11]3[CH:13]=[CH:14][C:15]([OH:17])=[CH:16][C:10]=3[O:9][C:8]2=[O:19])[CH2:2][CH2:3][CH2:4][CH2:5][CH2:6]1. The catalyst class is: 6. (8) The catalyst class is: 92. Product: [CH3:1][C:2]1[CH:3]=[CH:4][C:5]([S:8]([NH:11][CH2:12][CH:13]([C:29]2[CH:34]=[CH:33][CH:32]=[CH:31][CH:30]=2)[CH2:14][C:15]([NH:17][C:18]2[CH:19]=[CH:20][C:21]([C:22]([OH:24])=[O:23])=[CH:27][CH:28]=2)=[O:16])(=[O:9])=[O:10])=[CH:6][CH:7]=1. Reactant: [CH3:1][C:2]1[CH:7]=[CH:6][C:5]([S:8]([NH:11][CH2:12][CH:13]([C:29]2[CH:34]=[CH:33][CH:32]=[CH:31][CH:30]=2)[CH2:14][C:15]([NH:17][C:18]2[CH:28]=[CH:27][C:21]([C:22]([O:24]CC)=[O:23])=[CH:20][CH:19]=2)=[O:16])(=[O:10])=[O:9])=[CH:4][CH:3]=1.[OH-].[Na+]. (9) Reactant: [F:1][C:2]([F:18])([F:17])[C:3]1[CH:8]=[CH:7][CH:6]=[CH:5][C:4]=1[CH2:9][C:10]([O:12][C:13]([CH3:16])([CH3:15])[CH3:14])=[O:11].[H-].[Na+].[Cl:21][CH2:22][CH2:23][CH2:24]I.O. Product: [Cl:21][CH2:22][CH2:23][CH2:24][CH:9]([C:4]1[CH:5]=[CH:6][CH:7]=[CH:8][C:3]=1[C:2]([F:17])([F:18])[F:1])[C:10]([O:12][C:13]([CH3:14])([CH3:15])[CH3:16])=[O:11]. The catalyst class is: 3.